This data is from Full USPTO retrosynthesis dataset with 1.9M reactions from patents (1976-2016). The task is: Predict the reactants needed to synthesize the given product. (1) Given the product [ClH:1].[ClH:31].[Cl:1][C:2]1[CH:7]=[CH:6][C:5]([C@H:8]2[C@H:17]3[CH2:18][CH2:19][NH:20][C@H:16]3[C:15]3[CH:14]=[CH:13][CH:12]=[CH:11][C:10]=3[NH:9]2)=[CH:4][CH:3]=1, predict the reactants needed to synthesize it. The reactants are: [Cl:1][C:2]1[CH:7]=[CH:6][C:5]([C@H:8]2[C@H:17]3[CH2:18][CH2:19][N:20](C(OCC4C=CC=CC=4)=O)[C@H:16]3[C:15]3[CH:14]=[CH:13][CH:12]=[CH:11][C:10]=3[NH:9]2)=[CH:4][CH:3]=1.[ClH:31]. (2) Given the product [ClH:38].[NH2:22][CH2:21][CH2:20][CH2:19][O:18][N:17]=[C:7]([C:1]1[CH:6]=[CH:5][CH:4]=[CH:3][CH:2]=1)[C:8]1[NH:16][C:11]2=[CH:12][N:13]=[CH:14][CH:15]=[C:10]2[CH:9]=1, predict the reactants needed to synthesize it. The reactants are: [C:1]1([C:7](=[N:17][O:18][CH2:19][CH2:20][CH2:21][NH:22]C(=O)OC(C)(C)C)[C:8]2[NH:16][C:11]3=[CH:12][N:13]=[CH:14][CH:15]=[C:10]3[CH:9]=2)[CH:6]=[CH:5][CH:4]=[CH:3][CH:2]=1.FC(F)(F)C(O)=O.C(Cl)[Cl:38]. (3) Given the product [CH2:34]([O:36][C:37]1[C:46]([O:47][CH3:48])=[CH:45][C:44]2[C:43]([C:49]3[CH:50]=[CH:51][C:52]([C:53]([N:30]4[CH2:31][CH2:32][CH:27]([N:12]5[C:13](=[O:26])[C:14]6[S:18][C:17]([C:19]7[CH:20]=[CH:21][C:22]([F:25])=[CH:23][CH:24]=7)=[CH:16][C:15]=6[N:10]([CH2:9][C:7]6[O:6][N:5]=[C:4]([CH2:2][CH3:3])[N:8]=6)[C:11]5=[O:33])[CH2:28][CH2:29]4)=[O:54])=[CH:56][CH:57]=3)=[N:42][C@@H:41]3[CH2:58][CH2:59][S:60][CH2:61][C@@H:40]3[C:39]=2[CH:38]=1)[CH3:35], predict the reactants needed to synthesize it. The reactants are: Cl.[CH2:2]([C:4]1[N:8]=[C:7]([CH2:9][N:10]2[C:15]3[CH:16]=[C:17]([C:19]4[CH:24]=[CH:23][C:22]([F:25])=[CH:21][CH:20]=4)[S:18][C:14]=3[C:13](=[O:26])[N:12]([CH:27]3[CH2:32][CH2:31][NH:30][CH2:29][CH2:28]3)[C:11]2=[O:33])[O:6][N:5]=1)[CH3:3].[CH2:34]([O:36][C:37]1[C:46]([O:47][CH3:48])=[CH:45][C:44]2[C:43]([C:49]3[CH:57]=[CH:56][C:52]([C:53](O)=[O:54])=[CH:51][CH:50]=3)=[N:42][C@@H:41]3[CH2:58][CH2:59][S:60][CH2:61][C@@H:40]3[C:39]=2[CH:38]=1)[CH3:35].C1C=CC2N(O)N=NC=2C=1.CCN=C=NCCCN(C)C. (4) Given the product [C:26]([N:29]1[CH2:33][CH2:32][N:31]([C:2]2[CH:3]=[CH:4][C:5]([C:10]([N:12]3[CH2:17][CH2:16][N:15]([C:18]4[C:23]([CH3:24])=[CH:22][C:21]([CH3:25])=[CH:20][N:19]=4)[CH2:14][CH2:13]3)=[O:11])=[C:6]([CH:9]=2)[C:7]#[N:8])[C:30]1=[O:34])(=[O:28])[CH3:27], predict the reactants needed to synthesize it. The reactants are: Br[C:2]1[CH:3]=[CH:4][C:5]([C:10]([N:12]2[CH2:17][CH2:16][N:15]([C:18]3[C:23]([CH3:24])=[CH:22][C:21]([CH3:25])=[CH:20][N:19]=3)[CH2:14][CH2:13]2)=[O:11])=[C:6]([CH:9]=1)[C:7]#[N:8].[C:26]([N:29]1[CH2:33][CH2:32][NH:31][C:30]1=[O:34])(=[O:28])[CH3:27]. (5) The reactants are: [C:1]([C:3]1[C:4]([C:16]2[CH:21]=[CH:20][CH:19]=[CH:18][C:17]=2[CH3:22])=[CH:5][C:6]([N:9]2[CH2:14][CH2:13][N:12]([CH3:15])[CH2:11][CH2:10]2)=[N:7][CH:8]=1)#[N:2].C1(C)C=CC=CC=1.S(=O)(=O)(O)[OH:31].[OH-].[Na+]. Given the product [CH3:22][C:17]1[CH:18]=[CH:19][CH:20]=[CH:21][C:16]=1[C:4]1[CH:5]=[C:6]([N:9]2[CH2:10][CH2:11][N:12]([CH3:15])[CH2:13][CH2:14]2)[N:7]=[CH:8][C:3]=1[C:1]([NH2:2])=[O:31], predict the reactants needed to synthesize it. (6) Given the product [CH3:19][C:20]1[C:24]([CH3:25])=[C:23]([NH:26][CH:8]=[C:9]2[C:17]3[C:12](=[CH:13][CH:14]=[CH:15][CH:16]=3)[NH:11][C:10]2=[O:18])[O:22][N:21]=1, predict the reactants needed to synthesize it. The reactants are: NC1C=CNN=1.O/[CH:8]=[C:9]1\[C:10](=[O:18])[NH:11][C:12]2[C:17]\1=[CH:16][CH:15]=[CH:14][CH:13]=2.[CH3:19][C:20]1[C:24]([CH3:25])=[C:23]([NH2:26])[O:22][N:21]=1. (7) Given the product [CH3:1][O:2][C:3]1[CH:8]=[CH:7][C:6]([OH:9])=[C:5]([CH2:13][C:12]2[CH:15]=[CH:16][CH:17]=[CH:18][C:11]=2[F:10])[CH:4]=1, predict the reactants needed to synthesize it. The reactants are: [CH3:1][O:2][C:3]1[CH:8]=[CH:7][C:6]([OH:9])=[CH:5][CH:4]=1.[F:10][C:11]1[CH:18]=[CH:17][CH:16]=[CH:15][C:12]=1[CH2:13]Cl. (8) Given the product [NH2:25][CH:24]1[C:23](=[O:35])[N:22]2[C:17]([C:15]([OH:16])=[O:14])=[C:18]([CH:36]=[CH:37][CH3:38])[CH2:19][S:20][C@H:21]12, predict the reactants needed to synthesize it. The reactants are: P(Cl)(Cl)(Cl)(Cl)Cl.COC1C=CC(C[O:14][C:15]([C:17]2[N:22]3[C:23](=[O:35])[CH:24]([NH:25]C(=O)CC4C=CC=CC=4)[C@H:21]3[S:20][CH2:19][C:18]=2[CH:36]=[CH:37][CH3:38])=[O:16])=CC=1.C(O)C(O)C.C1(C)C(O)=CC=CC=1. (9) Given the product [O:27]1[C:36]2[CH:35]=[C:34]([CH2:37][NH:38][CH:18]3[CH2:19][CH2:20][N:15]([CH2:14][CH2:13][N:10]4[C:11]5[C:6](=[CH:5][CH:4]=[C:3]([O:2][CH3:1])[CH:12]=5)[N:7]=[CH:8][C:9]4=[O:26])[CH:16]([C:22]([O:24][CH3:25])=[O:23])[CH2:17]3)[N:33]=[CH:32][C:31]=2[O:30][CH2:29][CH2:28]1, predict the reactants needed to synthesize it. The reactants are: [CH3:1][O:2][C:3]1[CH:12]=[C:11]2[C:6]([N:7]=[CH:8][C:9](=[O:26])[N:10]2[CH2:13][CH2:14][N:15]2[CH2:20][CH2:19][C:18](=O)[CH2:17][CH:16]2[C:22]([O:24][CH3:25])=[O:23])=[CH:5][CH:4]=1.[O:27]1[C:36]2[CH:35]=[C:34]([CH2:37][NH2:38])[N:33]=[CH:32][C:31]=2[O:30][CH2:29][CH2:28]1.C(O[BH-](OC(=O)C)OC(=O)C)(=O)C.[Na+].C(=O)([O-])O.[Na+].